The task is: Predict which catalyst facilitates the given reaction.. This data is from Catalyst prediction with 721,799 reactions and 888 catalyst types from USPTO. Reactant: [CH3:1][C:2]1[CH:3]=[CH:4][C:5]([N:30]2[N:34]=[CH:33][CH:32]=[N:31]2)=[C:6]([CH:29]=1)[C:7]([N:9]1[CH2:13][CH:12]2[CH2:14][CH2:15][CH2:16][CH:11]2[CH:10]1[CH2:17][N:18]1C(=O)C2C(=CC=CC=2)C1=O)=[O:8].O.NN. Product: [NH2:18][CH2:17][CH:10]1[CH:11]2[CH2:16][CH2:15][CH2:14][CH:12]2[CH2:13][N:9]1[C:7]([C:6]1[CH:29]=[C:2]([CH3:1])[CH:3]=[CH:4][C:5]=1[N:30]1[N:34]=[CH:33][CH:32]=[N:31]1)=[O:8]. The catalyst class is: 5.